Dataset: Catalyst prediction with 721,799 reactions and 888 catalyst types from USPTO. Task: Predict which catalyst facilitates the given reaction. (1) The catalyst class is: 7. Product: [C:37]([N:29]([C:30]1[CH:31]=[CH:32][C:33]([Cl:36])=[CH:34][CH:35]=1)[C@H:22]1[C:23]2[C:28](=[CH:27][CH:26]=[CH:25][CH:24]=2)[N:19]([C:17]([C:14]2[CH:15]=[CH:16][C:11]([O:10][CH2:9][CH2:8][CH2:7][NH:6][CH2:5][C:4]([OH:41])=[O:3])=[CH:12][CH:13]=2)=[O:18])[C@@H:20]([CH3:40])[CH2:21]1)(=[O:39])[CH3:38]. Reactant: C([O:3][C:4](=[O:41])[CH2:5][NH:6][CH2:7][CH2:8][CH2:9][O:10][C:11]1[CH:16]=[CH:15][C:14]([C:17]([N:19]2[C:28]3[C:23](=[CH:24][CH:25]=[CH:26][CH:27]=3)[C@H:22]([N:29]([C:37](=[O:39])[CH3:38])[C:30]3[CH:35]=[CH:34][C:33]([Cl:36])=[CH:32][CH:31]=3)[CH2:21][C@@H:20]2[CH3:40])=[O:18])=[CH:13][CH:12]=1)C.C(O)C.[OH-].[Na+]. (2) Reactant: FC(F)(F)C(O)=O.[NH2:8][CH2:9][CH2:10][CH2:11][NH:12][C:13]1[N:18]=[C:17]([NH2:19])[C:16]([N+:20]([O-:22])=[O:21])=[CH:15][CH:14]=1.Cl[C:24]1[N:29]2[CH:30]=[CH:31][N:32]=[C:28]2[CH:27]=[C:26]([C:33]2[CH:38]=[CH:37][C:36]([Cl:39])=[CH:35][C:34]=2[Cl:40])[N:25]=1.CCN(C(C)C)C(C)C. Product: [Cl:40][C:34]1[CH:35]=[C:36]([Cl:39])[CH:37]=[CH:38][C:33]=1[C:26]1[N:25]=[C:24]([NH:8][CH2:9][CH2:10][CH2:11][NH:12][C:13]2[N:18]=[C:17]([NH2:19])[C:16]([N+:20]([O-:22])=[O:21])=[CH:15][CH:14]=2)[N:29]2[CH:30]=[CH:31][N:32]=[C:28]2[CH:27]=1. The catalyst class is: 32. (3) Reactant: [C:1]12([C:41]([N:43]3[C:51]4[CH:50]=[C:49]([NH:52]C(=O)OCC5C6C=CC=CC=6C6C5=CC=CC=6)[C:48]5[CH:70]=[CH:71][CH:72]=[CH:73][C:47]=5[C:46]=4[C@H:45]([CH2:74][Cl:75])[CH2:44]3)=[O:42])[CH2:5][C:3]([C:6]([N:8]3[C:16]4[CH:15]=[C:14]([NH:17]C(=O)OCC5C6C=CC=CC=6C6C5=CC=CC=6)[C:13]5[CH:35]=[CH:36][CH:37]=[CH:38][C:12]=5[C:11]=4[C@H:10]([CH2:39][Cl:40])[CH2:9]3)=[O:7])([CH2:4]1)[CH2:2]2. Product: [C:3]12([C:6]([N:8]3[C:16]4[CH:15]=[C:14]([NH2:17])[C:13]5[CH:35]=[CH:36][CH:37]=[CH:38][C:12]=5[C:11]=4[C@H:10]([CH2:39][Cl:40])[CH2:9]3)=[O:7])[CH2:5][C:1]([C:41]([N:43]3[C:51]4[CH:50]=[C:49]([NH2:52])[C:48]5[CH:70]=[CH:71][CH:72]=[CH:73][C:47]=5[C:46]=4[C@H:45]([CH2:74][Cl:75])[CH2:44]3)=[O:42])([CH2:4]1)[CH2:2]2. The catalyst class is: 2. (4) Reactant: [Cl:1][C:2]1[C:3]([F:11])=[N:4][C:5]([F:10])=[C:6]([F:9])[C:7]=1F.[Na].[CH2:13]([OH:18])[C:14]([F:17])([F:16])[F:15].[H-].[Na+]. Product: [Cl:1][C:2]1[C:3]([F:11])=[N:4][C:5]([F:10])=[C:6]([F:9])[C:7]=1[O:18][CH2:13][C:14]([F:17])([F:16])[F:15]. The catalyst class is: 1. (5) Reactant: [F:1][CH:2]([F:23])[C:3]1[CH:8]=[CH:7][C:6]([C:9]2[N:10]=[C:11]3[C:16]([C:17]([O:19]CC)=[O:18])=[CH:15][CH:14]=[CH:13][N:12]3[CH:22]=2)=[CH:5][CH:4]=1.Cl. Product: [F:23][CH:2]([F:1])[C:3]1[CH:8]=[CH:7][C:6]([C:9]2[N:10]=[C:11]3[C:16]([C:17]([OH:19])=[O:18])=[CH:15][CH:14]=[CH:13][N:12]3[CH:22]=2)=[CH:5][CH:4]=1. The catalyst class is: 74. (6) Reactant: [CH2:1]([O:8][C:9]1[C:14]([Cl:15])=[CH:13][C:12]([C:16]([N:18]2[C:27]3[C:22](=[CH:23][CH:24]=[CH:25][CH:26]=3)[NH:21][CH2:20][CH2:19]2)=[O:17])=[CH:11][C:10]=1[Cl:28])[C:2]1[CH:7]=[CH:6][CH:5]=[CH:4][CH:3]=1.C(N(CC)CC)C.[CH3:36][S:37](Cl)(=[O:39])=[O:38]. Product: [CH2:1]([O:8][C:9]1[C:10]([Cl:28])=[CH:11][C:12]([C:16]([N:18]2[C:27]3[C:22](=[CH:23][CH:24]=[CH:25][CH:26]=3)[N:21]([S:37]([CH3:36])(=[O:39])=[O:38])[CH2:20][CH2:19]2)=[O:17])=[CH:13][C:14]=1[Cl:15])[C:2]1[CH:7]=[CH:6][CH:5]=[CH:4][CH:3]=1. The catalyst class is: 2.